Dataset: Skin sensitization/reaction prediction data. Task: Regression/Classification. Given a drug SMILES string, predict its toxicity properties. Task type varies by dataset: regression for continuous values (e.g., LD50, hERG inhibition percentage) or binary classification for toxic/non-toxic outcomes (e.g., AMES mutagenicity, cardiotoxicity, hepatotoxicity). Dataset: skin_reaction. (1) The drug is Cn1sc(Cl)cc1=O. The result is 1 (causes skin reaction). (2) The compound is Cc1cc(=O)n(-c2ccccc2)[nH]1. The result is 1 (causes skin reaction). (3) The drug is COc1ccc(C=O)cc1O. The result is 0 (no skin reaction). (4) The molecule is O=C(NCNC(=O)NC1C(=O)NC(=O)N1CO)NC1C(=O)NC(=O)N1CO. The result is 1 (causes skin reaction). (5) The molecule is Nc1ccc(NCCO)c([N+](=O)[O-])c1. The result is 1 (causes skin reaction).